This data is from Forward reaction prediction with 1.9M reactions from USPTO patents (1976-2016). The task is: Predict the product of the given reaction. (1) Given the reactants [CH3:1][O:2][C:3]1[CH:8]=[CH:7][C:6](B(O)O)=[CH:5][CH:4]=1.Br[C:13]1[S:17][CH:16]=[N:15][CH:14]=1.C(=O)([O-])[O-].[Cs+].[Cs+].O1CCOCC1, predict the reaction product. The product is: [CH3:1][O:2][C:3]1[CH:8]=[CH:7][C:6]([C:13]2[S:17][CH:16]=[N:15][CH:14]=2)=[CH:5][CH:4]=1. (2) Given the reactants [CH2:1]([N:3]1[C:12]2[C:7](=[CH:8][C:9]([F:28])=[C:10]([N:13]3[CH2:18][CH2:17][N:16]([CH2:19][C:20]([C:22]4[CH:27]=[CH:26][CH:25]=[CH:24][CH:23]=4)=O)[CH2:15][CH2:14]3)[CH:11]=2)[C:6](=[O:29])[C:5]([C:30]([OH:32])=[O:31])=[CH:4]1)[CH3:2].Cl.[NH2:34][OH:35].C(=O)(O)[O-].[Na+].C(Cl)Cl, predict the reaction product. The product is: [CH2:1]([N:3]1[C:12]2[C:7](=[CH:8][C:9]([F:28])=[C:10]([N:13]3[CH2:14][CH2:15][N:16]([CH2:19][C:20](=[N:34][OH:35])[C:22]4[CH:27]=[CH:26][CH:25]=[CH:24][CH:23]=4)[CH2:17][CH2:18]3)[CH:11]=2)[C:6](=[O:29])[C:5]([C:30]([OH:32])=[O:31])=[CH:4]1)[CH3:2]. (3) Given the reactants [C:1]([O:4][CH2:5][C@H:6]1[CH2:11][CH2:10][C@@H:9]([O:12][C:13]2[C:18]3[C:19]([O:22][CH2:23][CH:24]4[CH2:29][CH2:28][NH:27][CH2:26][CH2:25]4)=[N:20][O:21][C:17]=3[CH:16]=[CH:15][CH:14]=2)[CH2:8][CH2:7]1)(=[O:3])[CH3:2].[CH:30]([C:32]1([C:38]([O:40][CH3:41])=[O:39])[CH2:37][CH2:36][O:35][CH2:34][CH2:33]1)=O.C(C1(C(OC)=O)CCC1)=O, predict the reaction product. The product is: [C:1]([O:4][CH2:5][C@@H:6]1[CH2:7][CH2:8][C@H:9]([O:12][C:13]2[C:18]3[C:19]([O:22][CH2:23][CH:24]4[CH2:25][CH2:26][N:27]([CH2:30][C:32]5([C:38]([O:40][CH3:41])=[O:39])[CH2:37][CH2:36][O:35][CH2:34][CH2:33]5)[CH2:28][CH2:29]4)=[N:20][O:21][C:17]=3[CH:16]=[CH:15][CH:14]=2)[CH2:10][CH2:11]1)(=[O:3])[CH3:2]. (4) Given the reactants N12CCCN=C1CCCC[CH2:2]2.[NH2:12][C:13]1[N:14]=[CH:15][C:16]([C:28]2[NH:32][N:31]=[C:30]([CH:33]3[CH2:38][CH2:37][N:36]([C:39]([O:41][C:42]([CH3:45])([CH3:44])[CH3:43])=[O:40])[CH2:35][CH2:34]3)[N:29]=2)=[N:17][C:18]=1[C:19]1[O:20][C:21]([C:24]([CH3:27])([CH3:26])[CH3:25])=[N:22][N:23]=1.C.IC, predict the reaction product. The product is: [NH2:12][C:13]1[N:14]=[CH:15][C:16]([C:28]2[N:32]([CH3:2])[N:31]=[C:30]([CH:33]3[CH2:38][CH2:37][N:36]([C:39]([O:41][C:42]([CH3:45])([CH3:44])[CH3:43])=[O:40])[CH2:35][CH2:34]3)[N:29]=2)=[N:17][C:18]=1[C:19]1[O:20][C:21]([C:24]([CH3:26])([CH3:27])[CH3:25])=[N:22][N:23]=1. (5) The product is: [Cl:1][C:2]1[N:3]=[C:4]([CH:17]2[CH2:22][CH2:21][O:20][CH2:19][CH2:18]2)[NH:5][C:6]=1[C:7]1[CH:8]=[C:9]([CH:13]=[CH:14][C:15]=1[CH3:16])[C:10]([N:24]1[CH2:27][CH:26]([C:28]2[CH:35]=[CH:34][C:31]([C:32]#[N:33])=[CH:30][CH:29]=2)[CH2:25]1)=[O:12]. Given the reactants [Cl:1][C:2]1[N:3]=[C:4]([CH:17]2[CH2:22][CH2:21][O:20][CH2:19][CH2:18]2)[NH:5][C:6]=1[C:7]1[CH:8]=[C:9]([CH:13]=[CH:14][C:15]=1[CH3:16])[C:10]([OH:12])=O.Cl.[NH:24]1[CH2:27][CH:26]([C:28]2[CH:35]=[CH:34][C:31]([C:32]#[N:33])=[CH:30][CH:29]=2)[CH2:25]1.CCN=C=NCCCN(C)C.Cl, predict the reaction product. (6) Given the reactants [NH2:1][CH2:2][C@@H:3]1[CH2:7][CH2:6][N:5](C(OC(C)(C)C)=O)[CH2:4]1.[Cl:15][C:16]1[CH:17]=[C:18]([CH:21]=[C:22]([Cl:24])[CH:23]=1)[CH:19]=O.[C:25]([C@@H:28]([C@H:30]([C:32]([O-:34])=[O:33])[OH:31])[OH:29])([O-:27])=[O:26], predict the reaction product. The product is: [C:25]([C@@H:28]([C@H:30]([C:32]([OH:34])=[O:33])[OH:31])[OH:29])([OH:27])=[O:26].[CH3:25][CH:28]([N:1]([CH2:2][C@@H:3]1[CH2:7][CH2:6][NH:5][CH2:4]1)[CH2:19][C:18]1[CH:17]=[C:16]([Cl:15])[CH:23]=[C:22]([Cl:24])[CH:21]=1)[CH3:30]. (7) Given the reactants [CH3:1][C:2]1[CH:11]=[C:10]([CH3:12])[C:9]2[C:4](=[CH:5][CH:6]=[CH:7][CH:8]=2)[C:3]=1[N+:13]([O-])=O, predict the reaction product. The product is: [CH3:1][C:2]1[CH:11]=[C:10]([CH3:12])[C:9]2[C:4](=[CH:5][CH:6]=[CH:7][CH:8]=2)[C:3]=1[NH2:13]. (8) Given the reactants [C:1]1([C:21]2[CH:26]=[CH:25][CH:24]=[CH:23][CH:22]=2)[CH:6]=[CH:5][C:4]([C:7]([N:9]2[CH2:13][C:12](=[N:14][O:15][CH3:16])[CH2:11][C@H:10]2[C:17](=[N:19][OH:20])[NH2:18])=[O:8])=[CH:3][CH:2]=1.[CH3:27][O:28][CH2:29][CH2:30][C:31](O)=O, predict the reaction product. The product is: [CH3:16][O:15][N:14]=[C:12]1[CH2:11][C@@H:10]([C:17]2[N:18]=[C:31]([CH2:30][CH2:29][O:28][CH3:27])[O:20][N:19]=2)[N:9]([C:7]([C:4]2[CH:3]=[CH:2][C:1]([C:21]3[CH:26]=[CH:25][CH:24]=[CH:23][CH:22]=3)=[CH:6][CH:5]=2)=[O:8])[CH2:13]1.